Dataset: Catalyst prediction with 721,799 reactions and 888 catalyst types from USPTO. Task: Predict which catalyst facilitates the given reaction. (1) Reactant: [N+:1]([C:4]1[CH:9]=[C:8]([C:10]2[S:11][CH:12]=[CH:13][CH:14]=2)[CH:7]=[CH:6][C:5]=1[NH2:15])([O-])=O.Cl.C(O[C:20](=N)[CH2:21][C:22]([O:24][CH2:25][CH3:26])=[O:23])C. Product: [S:11]1[CH:12]=[CH:13][CH:14]=[C:10]1[C:8]1[CH:7]=[CH:6][C:5]2[N:15]=[C:20]([CH2:21][C:22]([O:24][CH2:25][CH3:26])=[O:23])[NH:1][C:4]=2[CH:9]=1. The catalyst class is: 50. (2) Reactant: [C:1]([O:5][C:6]([N:8]1[CH2:12][CH2:11][CH2:10][CH:9]1[C:13]1[NH:14][C:15]([C:18]2[CH:31]=[CH:30][C:29]3[C:28]4[C:23](=[CH:24][C:25](Br)=[CH:26][CH:27]=4)[CH2:22][CH2:21][C:20]=3[CH:19]=2)=[CH:16][N:17]=1)=[O:7])([CH3:4])([CH3:3])[CH3:2].C([Sn](CCCC)(CCCC)[C:38]([O:40]CC)=[CH2:39])CCC.O.C1C(=O)N([Br:59])C(=O)C1. Product: [C:1]([O:5][C:6]([N:8]1[CH2:12][CH2:11][CH2:10][CH:9]1[C:13]1[NH:14][C:15]([C:18]2[CH:31]=[CH:30][C:29]3[C:28]4[C:23](=[CH:24][C:25]([C:38](=[O:39])[CH2:40][Br:59])=[CH:26][CH:27]=4)[CH2:22][CH2:21][C:20]=3[CH:19]=2)=[CH:16][N:17]=1)=[O:7])([CH3:4])([CH3:3])[CH3:2]. The catalyst class is: 155. (3) Reactant: C1(C)C=CC(S(O[CH2:11][CH2:12][CH:13]([CH3:18])[C:14]([F:17])([F:16])[F:15])(=O)=O)=CC=1.[F:20][C:21]([F:31])([F:30])[CH2:22][CH2:23][S:24]([CH2:27][C:28]#[N:29])(=[O:26])=[O:25].C(=O)([O-])[O-].[K+].[K+].Cl. Product: [F:15][C:14]([F:17])([F:16])[CH:13]([CH3:18])[CH2:12][CH2:11][CH:27]([S:24]([CH2:23][CH2:22][C:21]([F:20])([F:30])[F:31])(=[O:25])=[O:26])[C:28]#[N:29]. The catalyst class is: 16. (4) Reactant: Cl[C:2]1[CH:7]=[CH:6][C:5]([N+:8]([O-:10])=[O:9])=[CH:4][N:3]=1.[CH2:11]([O:18][CH2:19][CH2:20][OH:21])[C:12]1[CH:17]=[CH:16][CH:15]=[CH:14][CH:13]=1.[H-].[Na+].C(O)(=O)C. Product: [CH2:11]([O:18][CH2:19][CH2:20][O:21][C:2]1[CH:7]=[CH:6][C:5]([N+:8]([O-:10])=[O:9])=[CH:4][N:3]=1)[C:12]1[CH:17]=[CH:16][CH:15]=[CH:14][CH:13]=1. The catalyst class is: 3.